This data is from Reaction yield outcomes from USPTO patents with 853,638 reactions. The task is: Predict the reaction yield, written as a fraction of the theoretical maximum amount of product (1.0 means a 100% yield; for example, 0.34 means a 34% yield). (1) The reactants are C(N(S(F)(F)[F:7])CC)C.[C:10]([N:18]1[CH2:22][CH2:21][CH2:20][C@H:19]1[CH2:23]O)(=[O:17])[C:11]1[CH:16]=[CH:15][CH:14]=[CH:13][CH:12]=1.C(=O)([O-])O.[Na+].C(Cl)(Cl)Cl. The catalyst is ClCCl. The product is [C:10]([N:18]1[CH2:22][CH2:21][CH2:20][C@H:19]1[CH2:23][F:7])(=[O:17])[C:11]1[CH:16]=[CH:15][CH:14]=[CH:13][CH:12]=1. The yield is 0.510. (2) The product is [OH:6][NH:5][C:3](=[O:4])[C@:2]([CH3:1])([S:42]([CH3:45])(=[O:44])=[O:43])[CH2:13][CH2:14][N:15]1[CH:20]=[CH:19][C:18]([C:21]2[CH:26]=[CH:25][C:24]([O:27][CH2:28][CH2:29][CH:30]3[CH2:33][CH:32]([OH:34])[CH2:31]3)=[CH:23][CH:22]=2)=[CH:17][C:16]1=[O:41]. The yield is 0.805. The catalyst is O1CCOCC1.CO.CCOCC. The reactants are [CH3:1][C@@:2]([S:42]([CH3:45])(=[O:44])=[O:43])([CH2:13][CH2:14][N:15]1[CH:20]=[CH:19][C:18]([C:21]2[CH:26]=[CH:25][C:24]([O:27][CH2:28][CH2:29][CH:30]3[CH2:33][CH:32]([O:34]C4CCCCO4)[CH2:31]3)=[CH:23][CH:22]=2)=[CH:17][C:16]1=[O:41])[C:3]([NH:5][O:6]C1CCCCO1)=[O:4].Cl.